From a dataset of Full USPTO retrosynthesis dataset with 1.9M reactions from patents (1976-2016). Predict the reactants needed to synthesize the given product. (1) The reactants are: [F:1][C:2]([F:24])([F:23])[C:3]1[CH:4]=[C:5]([N:13]2[CH2:17][CH2:16][CH:15]([S:18][CH2:19][C:20]([OH:22])=[O:21])[CH2:14]2)[CH:6]=[C:7]([C:9]([F:12])([F:11])[F:10])[CH:8]=1.ClC1C=CC=C(C(OO)=[O:33])C=1. Given the product [F:24][C:2]([F:1])([F:23])[C:3]1[CH:4]=[C:5]([N:13]2[CH2:17][CH2:16][CH:15]([S:18]([CH2:19][C:20]([OH:22])=[O:21])=[O:33])[CH2:14]2)[CH:6]=[C:7]([C:9]([F:11])([F:10])[F:12])[CH:8]=1, predict the reactants needed to synthesize it. (2) Given the product [ClH:28].[Cl:28][C:29]1[C:38]2[C:33](=[CH:34][C:35]([O:41][CH3:42])=[C:36]([O:39][CH3:40])[CH:37]=2)[C:32]([CH2:43][C:44]2[NH:13][C:14]3[C:15](=[O:27])[N:16]([CH3:26])[C:17](=[O:25])[N:18]([CH2:21][CH:22]([CH3:23])[CH3:24])[C:19]=3[N:20]=2)=[CH:31][N:30]=1, predict the reactants needed to synthesize it. The reactants are: Cl.CN(C)CCCN=C=NCC.[NH2:13][C:14]1[C:15](=[O:27])[N:16]([CH3:26])[C:17](=[O:25])[N:18]([CH2:21][CH:22]([CH3:24])[CH3:23])[C:19]=1[NH2:20].[Cl:28][C:29]1[C:38]2[C:33](=[CH:34][C:35]([O:41][CH3:42])=[C:36]([O:39][CH3:40])[CH:37]=2)[C:32]([CH2:43][C:44](O)=O)=[CH:31][N:30]=1.ON1C2C=CC=CC=2N=N1. (3) Given the product [C:40]([O:11][CH2:12][C@H:13]1[O:18][C@@:17]2([C:26]3[C:21](=[CH:22][C:23]([Cl:36])=[C:24]([CH2:27][C:28]4[CH:35]=[CH:34][C:31]([CH2:32][CH3:33])=[CH:30][CH:29]=4)[CH:25]=3)[CH2:20][O:19]2)[C@H:16]([OH:37])[C@@H:15]([OH:38])[C@@H:14]1[OH:39])(=[O:42])[CH3:41], predict the reactants needed to synthesize it. The reactants are: CC1C=CC(S([O:11][CH2:12][C@H:13]2[O:18][C@@:17]3([C:26]4[C:21](=[CH:22][C:23]([Cl:36])=[C:24]([CH2:27][C:28]5[CH:33]=[CH:32][C:31]([CH2:34][CH3:35])=[CH:30][CH:29]=5)[CH:25]=4)[CH2:20][O:19]3)[C@H:16]([OH:37])[C@@H:15]([OH:38])[C@@H:14]2[OH:39])(=O)=O)=CC=1.[C:40]([O-])(=[O:42])[CH3:41].[Na+].O. (4) Given the product [CH3:41][O:40][C:37]1[CH:38]=[CH:39][C:34]([CH2:8][N:15]2[CH2:20][CH2:19][CH2:18][CH:17]([CH2:21][N:22]([C:27]3[CH:28]=[CH:29][CH:30]=[CH:31][CH:32]=3)[C:23](=[O:26])[CH2:24][CH3:25])[CH2:16]2)=[CH:35][CH:36]=1, predict the reactants needed to synthesize it. The reactants are: FC(F)(F)C(O)=O.[C:8]([N:15]1[CH2:20][CH2:19][CH2:18][CH:17]([CH2:21][N:22]([C:27]2[CH:32]=[CH:31][CH:30]=[CH:29][CH:28]=2)[C:23](=[O:26])[CH2:24][CH3:25])[CH2:16]1)(OC(C)(C)C)=O.C(=O)[C:34]1[CH:39]=[CH:38][C:37]([O:40][CH3:41])=[CH:36][CH:35]=1.[BH-](OC(C)=O)(OC(C)=O)OC(C)=O.[Na+].